This data is from Catalyst prediction with 721,799 reactions and 888 catalyst types from USPTO. The task is: Predict which catalyst facilitates the given reaction. (1) Reactant: [CH3:1][C:2]1[CH:16]=[CH:15][C:5]2[C:6](=[O:14])[O:7][C:8]3[C:13]([C:4]=2[CH:3]=1)=[CH:12][CH:11]=[CH:10][CH:9]=3.[C:17]([O:21]C(N(C)C)N(C)C)(C)(C)C. Product: [O:14]=[C:6]1[C:5]2[CH:15]=[CH:16][C:2]([CH2:1][CH:17]=[O:21])=[CH:3][C:4]=2[C:13]2[C:8](=[CH:9][CH:10]=[CH:11][CH:12]=2)[O:7]1. The catalyst class is: 517. (2) Reactant: [Cl:1][C:2]([Cl:7])([Cl:6])[C:3](Cl)=[O:4].Cl.[OH:9][CH:10]1[O:18][C@H:17]([CH2:19][OH:20])[C@@H:15]([OH:16])[C@H:13]([OH:14])[C@H:11]1[NH2:12].C(=O)(O)[O-].[Na+].Cl. Product: [Cl:1][C:2]([Cl:7])([Cl:6])[C:3]([NH:12][C@@H:11]1[C@@H:13]([OH:14])[C@H:15]([OH:16])[C@@H:17]([CH2:19][OH:20])[O:18][CH:10]1[OH:9])=[O:4]. The catalyst class is: 6. (3) Reactant: [F:1][C:2]1[CH:9]=[CH:8][CH:7]=[C:6]([F:10])[C:3]=1[CH2:4]O.NC(N)=S.Cl.C(=O)([O-])[O-].[K+].[K+].C[S:23]([C:26]1[CH2:30][C:29]([CH3:32])([CH3:31])[O:28][N:27]=1)(=O)=O. Product: [F:1][C:2]1[CH:9]=[CH:8][CH:7]=[C:6]([F:10])[C:3]=1[CH2:4][S:23][C:26]1[CH2:30][C:29]([CH3:32])([CH3:31])[O:28][N:27]=1. The catalyst class is: 127. (4) Reactant: N1C(C2C=CC([C:12]3[C:21](C)=[CH:20][C:19]4[C:14](=[CH:15][CH:16]=[C:17]([O:23][CH3:24])[CH:18]=4)[N:13]=3)=CC=2)=NN=N1.[F:25][C:26]1[CH:27]=[C:28]([CH:33]=[CH:34][C:35]=1B1OC(C)(C)C(C)(C)O1)[C:29]([O:31][CH3:32])=[O:30].C(=O)([O-])[O-].[Na+].[Na+]. Product: [F:25][C:26]1[CH:27]=[C:28]([CH:33]=[CH:34][C:35]=1[C:12]1[CH:21]=[CH:20][C:19]2[C:14](=[CH:15][CH:16]=[C:17]([O:23][CH3:24])[CH:18]=2)[N:13]=1)[C:29]([O:31][CH3:32])=[O:30]. The catalyst class is: 117.